This data is from Reaction yield outcomes from USPTO patents with 853,638 reactions. The task is: Predict the reaction yield, written as a fraction of the theoretical maximum amount of product (1.0 means a 100% yield; for example, 0.34 means a 34% yield). (1) The reactants are C[O:2][C:3]1[CH:4]=[C:5]2[C:10](=[CH:11][CH:12]=1)[CH2:9][N:8]([CH2:13][CH2:14][N:15]1[CH2:19][CH2:18][CH2:17][CH2:16]1)[CH2:7][CH2:6]2.Br. No catalyst specified. The product is [N:15]1([CH2:14][CH2:13][N:8]2[CH2:7][CH2:6][C:5]3[C:10](=[CH:11][CH:12]=[C:3]([OH:2])[CH:4]=3)[CH2:9]2)[CH2:19][CH2:18][CH2:17][CH2:16]1. The yield is 0.765. (2) The reactants are [CH2:1]([NH2:9])[CH2:2][C:3]1[CH:8]=[CH:7][CH:6]=[CH:5][CH:4]=1.C(N(CC)CC)C.[CH3:17][S:18](Cl)(=[O:20])=[O:19]. The catalyst is C(Cl)Cl. The product is [CH3:17][S:18]([NH:9][CH2:1][CH2:2][C:3]1[CH:8]=[CH:7][CH:6]=[CH:5][CH:4]=1)(=[O:20])=[O:19]. The yield is 0.933. (3) The reactants are C1(P(C2CCCCC2)[C:8]2[CH:13]=[CH:12][CH:11]=[CH:10][C:9]=2[C:14]2[C:19](OC)=[CH:18][CH:17]=[CH:16][C:15]=2OC)CCCCC1.[C:30]1([C:37]2[CH:42]=[CH:41][CH:40]=[CH:39][CH:38]=2)[C:31]([NH2:36])=[CH:32][CH:33]=[CH:34][CH:35]=1.IC1C=CC=CC=1C1C=CC=CC=1.CC(C)([O-])C.[Na+].I[C:63]1[CH:68]=[CH:67][C:66]([O:69][CH3:70])=[CH:65][CH:64]=1.C(=O)([O-])[O-].[K+].[K+].C1OCCOCCOCCOCCOCCOC1. The catalyst is C1C=CC(/C=C/C(/C=C/C2C=CC=CC=2)=O)=CC=1.C1C=CC(/C=C/C(/C=C/C2C=CC=CC=2)=O)=CC=1.C1C=CC(/C=C/C(/C=C/C2C=CC=CC=2)=O)=CC=1.[Pd].[Pd].[Cu]. The product is [C:14]1([C:9]2[CH:8]=[CH:13][CH:12]=[CH:11][CH:10]=2)[CH:15]=[CH:16][CH:17]=[CH:18][C:19]=1[N:36]([C:63]1[CH:68]=[CH:67][C:66]([O:69][CH3:70])=[CH:65][CH:64]=1)[C:31]1[C:30]([C:37]2[CH:38]=[CH:39][CH:40]=[CH:41][CH:42]=2)=[CH:35][CH:34]=[CH:33][CH:32]=1. The yield is 0.870. (4) The reactants are C(OC([NH:8][CH:9]([CH3:40])[C:10]([NH:12][CH:13]([C:36]([O:38][CH3:39])=[O:37])[CH2:14][C:15]1[CH:35]=[CH:34][C:18]([O:19][C:20]2[CH:33]=[CH:32][C:23]([CH2:24][CH:25]3[S:29][C:28](=[O:30])[NH:27][C:26]3=[O:31])=[CH:22][CH:21]=2)=[CH:17][CH:16]=1)=[O:11])=O)(C)(C)C.[ClH:41]. The catalyst is ClCCl. The product is [ClH:41].[NH2:8][CH:9]([CH3:40])[C:10]([NH:12][CH:13]([C:36]([O:38][CH3:39])=[O:37])[CH2:14][C:15]1[CH:35]=[CH:34][C:18]([O:19][C:20]2[CH:33]=[CH:32][C:23]([CH2:24][CH:25]3[S:29][C:28](=[O:30])[NH:27][C:26]3=[O:31])=[CH:22][CH:21]=2)=[CH:17][CH:16]=1)=[O:11]. The yield is 0.663. (5) The reactants are N1C(C)=CC=CC=1C.[CH2:9]([C:11]([C:30]1[CH:35]=[CH:34][C:33]([C:36]#[C:37][C:38]2([OH:43])[CH2:42][CH2:41][CH2:40][CH2:39]2)=[C:32]([CH3:44])[CH:31]=1)([C:14]1[CH:19]=[CH:18][C:17](B2OC(C)(C)C(C)(C)O2)=[C:16](C)[CH:15]=1)[CH2:12][CH3:13])[CH3:10].O([Si](C)(C)C)S(C(F)(F)F)(=O)=O.[C:57](=[O:60])(O)[O-].[Na+]. The catalyst is ClCCl. The product is [CH2:9]([C:11]([C:14]1[CH:19]=[CH:18][C:57]([OH:60])=[C:16]([CH3:17])[CH:15]=1)([C:30]1[CH:35]=[CH:34][C:33]([C:36]#[C:37][C:38]2([OH:43])[CH2:42][CH2:41][CH2:40][CH2:39]2)=[C:32]([CH3:44])[CH:31]=1)[CH2:12][CH3:13])[CH3:10]. The yield is 0.870.